This data is from Full USPTO retrosynthesis dataset with 1.9M reactions from patents (1976-2016). The task is: Predict the reactants needed to synthesize the given product. (1) Given the product [CH2:1]([O:3][C:4](=[O:40])[C:5]([CH3:39])([CH3:38])[CH2:6][C:7]1[N:8]([CH2:22][C:23]2[CH:24]=[CH:25][C:26]([B:29]3[O:30][C:31]([CH3:37])([CH3:36])[C:32]([CH3:35])([CH3:34])[O:33]3)=[CH:27][CH:28]=2)[C:9]2[C:14]([C:15]=1[S:16][C:17]([CH3:20])([CH3:19])[CH3:18])=[CH:13][C:12]([O:21][CH2:42][C:43]1[CH:48]=[CH:47][C:46]([CH3:49])=[CH:45][N:44]=1)=[CH:11][CH:10]=2)[CH3:2], predict the reactants needed to synthesize it. The reactants are: [CH2:1]([O:3][C:4](=[O:40])[C:5]([CH3:39])([CH3:38])[CH2:6][C:7]1[N:8]([CH2:22][C:23]2[CH:28]=[CH:27][C:26]([B:29]3[O:33][C:32]([CH3:35])([CH3:34])[C:31]([CH3:37])([CH3:36])[O:30]3)=[CH:25][CH:24]=2)[C:9]2[C:14]([C:15]=1[S:16][C:17]([CH3:20])([CH3:19])[CH3:18])=[CH:13][C:12]([OH:21])=[CH:11][CH:10]=2)[CH3:2].Cl[CH2:42][C:43]1[CH:48]=[CH:47][C:46]([CH3:49])=[CH:45][N:44]=1.C(=O)([O-])[O-].[Cs+].[Cs+].CC#N. (2) Given the product [Cl:1][C:2]1[CH:7]=[CH:6][C:5]([N:8]2[CH2:13][CH2:12][N:11]([CH2:18][CH2:19][CH3:20])[CH2:10][CH2:9]2)=[CH:4][C:3]=1[N+:14]([O-:16])=[O:15], predict the reactants needed to synthesize it. The reactants are: [Cl:1][C:2]1[CH:7]=[CH:6][C:5]([N:8]2[CH2:13][CH2:12][NH:11][CH2:10][CH2:9]2)=[CH:4][C:3]=1[N+:14]([O-:16])=[O:15].Br[CH2:18][CH2:19][CH3:20]. (3) The reactants are: O=P(Cl)(Cl)Cl.[Br:6][C:7]1[CH:8]=[C:9]2[C:13](=[CH:14][CH:15]=1)[NH:12][CH:11]=[CH:10]2.[OH-].[Na+].CN(C)[CH:20]=[O:21]. Given the product [Br:6][C:7]1[CH:8]=[C:9]2[C:13](=[CH:14][CH:15]=1)[NH:12][CH:11]=[C:10]2[CH:20]=[O:21], predict the reactants needed to synthesize it.